From a dataset of Catalyst prediction with 721,799 reactions and 888 catalyst types from USPTO. Predict which catalyst facilitates the given reaction. (1) Reactant: [C:1]([O:5][C:6]([N:8]1[CH2:13][CH2:12][C:11]([C:17]2[CH:22]=[CH:21][CH:20]=[CH:19][CH:18]=2)([C:14](O)=[O:15])[CH2:10][CH2:9]1)=[O:7])([CH3:4])([CH3:3])[CH3:2].C(N(CC)CC)C.ClC(OCC(C)C)=O. Product: [OH:15][CH2:14][C:11]1([C:17]2[CH:18]=[CH:19][CH:20]=[CH:21][CH:22]=2)[CH2:12][CH2:13][N:8]([C:6]([O:5][C:1]([CH3:3])([CH3:4])[CH3:2])=[O:7])[CH2:9][CH2:10]1. The catalyst class is: 7. (2) The catalyst class is: 1. Product: [CH3:21][O:20][CH2:19][CH2:18][CH2:17][C:8]1[CH:7]=[C:6]([CH:11]=[C:10]([CH2:12][CH2:13][CH2:14][O:15][CH3:16])[CH:9]=1)[CH2:5][NH:4][CH:1]1[CH2:2][CH2:3]1. Reactant: [CH:1]1([NH:4][C:5](=O)[C:6]2[CH:11]=[C:10]([CH2:12][CH2:13][CH2:14][O:15][CH3:16])[CH:9]=[C:8]([CH2:17][CH2:18][CH2:19][O:20][CH3:21])[CH:7]=2)[CH2:3][CH2:2]1.B.CSC. (3) Reactant: [C@H:1]12[O:7][C@H:4]([CH:5]=[CH:6]1)[CH2:3][C@H:2]2[C:8]([OH:10])=[O:9]. Product: [C@H:1]12[O:7][C@@H:4]([CH2:5][CH2:6]1)[CH2:3][C@H:2]2[C:8]([OH:10])=[O:9]. The catalyst class is: 29. (4) Reactant: [Li+].C[Si]([N-][Si](C)(C)C)(C)C.[Cl:11][C:12]1[CH:17]=[CH:16][C:15]([CH2:18][C:19]([O:21][CH3:22])=[O:20])=[CH:14][CH:13]=1.Br[CH2:24][C:25]#[N:26]. Product: [Cl:11][C:12]1[CH:13]=[CH:14][C:15]([CH:18]([CH2:24][C:25]#[N:26])[C:19]([O:21][CH3:22])=[O:20])=[CH:16][CH:17]=1. The catalyst class is: 1. (5) Reactant: [N+](=[C:3]([C:8]1[CH:13]=[CH:12][C:11]([Cl:14])=[C:10]([Cl:15])[CH:9]=1)[C:4]([O:6][CH3:7])=[O:5])=[N-].[CH:16](/[C:20]1[CH:25]=[CH:24][CH:23]=[CH:22][CH:21]=1)=[CH:17]\[CH:18]=[CH2:19]. Product: [Cl:15][C:10]1[CH:9]=[C:8]([C:3]2([C:4]([O:6][CH3:7])=[O:5])[CH2:19][CH:18]2/[CH:17]=[CH:16]/[C:20]2[CH:25]=[CH:24][CH:23]=[CH:22][CH:21]=2)[CH:13]=[CH:12][C:11]=1[Cl:14]. The catalyst class is: 11. (6) Product: [CH3:20][N:19]1[C:15]2[CH:14]=[C:13]([CH:11]([C:8]3[N:6]4[N:7]=[C:2]([C:35]5[CH:34]=[N:33][N:32]([CH2:31][CH2:30][O:29][CH:24]6[CH2:25][CH2:26][CH2:27][CH2:28][O:23]6)[CH:36]=5)[CH:3]=[CH:4][C:5]4=[N:10][CH:9]=3)[CH3:12])[CH:22]=[CH:21][C:16]=2[N:17]=[CH:18]1. The catalyst class is: 57. Reactant: Cl[C:2]1[CH:3]=[CH:4][C:5]2[N:6]([C:8]([CH:11]([C:13]3[CH:22]=[CH:21][C:16]4[N:17]=[CH:18][N:19]([CH3:20])[C:15]=4[CH:14]=3)[CH3:12])=[CH:9][N:10]=2)[N:7]=1.[O:23]1[CH2:28][CH2:27][CH2:26][CH2:25][CH:24]1[O:29][CH2:30][CH2:31][N:32]1[CH:36]=[C:35](B2OC(C)(C)C(C)(C)O2)[CH:34]=[N:33]1. (7) Reactant: [CH3:1][C:2]1[NH:3][C:4]([NH2:7])=[N:5][N:6]=1.[CH3:8][C:9](=O)[CH2:10][CH3:11].C([BH3-])#N.[Na+].O. Product: [CH3:1][C:2]1[NH:3][C:4]([NH:7][CH:9]([CH3:8])[CH2:10][CH3:11])=[N:5][N:6]=1. The catalyst class is: 15.